This data is from Full USPTO retrosynthesis dataset with 1.9M reactions from patents (1976-2016). The task is: Predict the reactants needed to synthesize the given product. Given the product [N:1]1[C:9]2[C:4](=[N:5][CH:6]=[CH:7][CH:8]=2)[N:3]([CH2:23][O:22][CH2:21][CH2:20][O:19][C:16](=[O:18])[CH3:17])[CH:2]=1, predict the reactants needed to synthesize it. The reactants are: [N:1]1[C:9]2[C:4](=[N:5][CH:6]=[CH:7][CH:8]=2)[NH:3][CH:2]=1.CC(C)([O-])C.[K+].[C:16]([O:19][CH2:20][CH2:21][O:22][CH2:23]Br)(=[O:18])[CH3:17].